From a dataset of NCI-60 drug combinations with 297,098 pairs across 59 cell lines. Regression. Given two drug SMILES strings and cell line genomic features, predict the synergy score measuring deviation from expected non-interaction effect. (1) Drug 1: C1=CC(=CC=C1CCCC(=O)O)N(CCCl)CCCl. Drug 2: C1=NC2=C(N=C(N=C2N1C3C(C(C(O3)CO)O)F)Cl)N. Cell line: A549. Synergy scores: CSS=44.3, Synergy_ZIP=-1.79, Synergy_Bliss=-3.56, Synergy_Loewe=-13.1, Synergy_HSA=-1.81. (2) Drug 1: C1CN1P(=S)(N2CC2)N3CC3. Drug 2: CN1C2=C(C=C(C=C2)N(CCCl)CCCl)N=C1CCCC(=O)O.Cl. Cell line: SF-539. Synergy scores: CSS=2.18, Synergy_ZIP=-3.94, Synergy_Bliss=-3.22, Synergy_Loewe=-5.58, Synergy_HSA=-2.76. (3) Drug 1: CC(C1=C(C=CC(=C1Cl)F)Cl)OC2=C(N=CC(=C2)C3=CN(N=C3)C4CCNCC4)N. Drug 2: CC(C)NC(=O)C1=CC=C(C=C1)CNNC.Cl. Cell line: HCT-15. Synergy scores: CSS=-1.18, Synergy_ZIP=0.543, Synergy_Bliss=-3.20, Synergy_Loewe=-9.58, Synergy_HSA=-7.20. (4) Drug 1: CNC(=O)C1=CC=CC=C1SC2=CC3=C(C=C2)C(=NN3)C=CC4=CC=CC=N4. Drug 2: CC1=C(N=C(N=C1N)C(CC(=O)N)NCC(C(=O)N)N)C(=O)NC(C(C2=CN=CN2)OC3C(C(C(C(O3)CO)O)O)OC4C(C(C(C(O4)CO)O)OC(=O)N)O)C(=O)NC(C)C(C(C)C(=O)NC(C(C)O)C(=O)NCCC5=NC(=CS5)C6=NC(=CS6)C(=O)NCCC[S+](C)C)O. Cell line: 786-0. Synergy scores: CSS=-1.19, Synergy_ZIP=-2.42, Synergy_Bliss=-5.61, Synergy_Loewe=-23.5, Synergy_HSA=-5.91. (5) Drug 1: C1C(C(OC1N2C=C(C(=O)NC2=O)F)CO)O. Drug 2: C1CCC(C(C1)N)N.C(=O)(C(=O)[O-])[O-].[Pt+4]. Cell line: UACC62. Synergy scores: CSS=41.2, Synergy_ZIP=-13.9, Synergy_Bliss=-8.17, Synergy_Loewe=-4.67, Synergy_HSA=-1.75. (6) Drug 1: C1CCC(CC1)NC(=O)N(CCCl)N=O. Drug 2: CC1=C(N=C(N=C1N)C(CC(=O)N)NCC(C(=O)N)N)C(=O)NC(C(C2=CN=CN2)OC3C(C(C(C(O3)CO)O)O)OC4C(C(C(C(O4)CO)O)OC(=O)N)O)C(=O)NC(C)C(C(C)C(=O)NC(C(C)O)C(=O)NCCC5=NC(=CS5)C6=NC(=CS6)C(=O)NCCC[S+](C)C)O. Cell line: NCI-H522. Synergy scores: CSS=11.1, Synergy_ZIP=-6.43, Synergy_Bliss=-0.273, Synergy_Loewe=-0.167, Synergy_HSA=1.19.